This data is from Catalyst prediction with 721,799 reactions and 888 catalyst types from USPTO. The task is: Predict which catalyst facilitates the given reaction. (1) Reactant: Br[C:2]1[C:3]([CH3:9])=[N:4][N:5]([CH3:8])[C:6]=1[Cl:7].[Cl:10][C:11]1[C:16]([F:17])=[CH:15][CH:14]=[C:13]([O:18][CH3:19])[C:12]=1[C@H:20]([C:22]1[C:30]2[C:25](=[N:26][CH:27]=[C:28](B3OC(C)(C)C(C)(C)O3)[CH:29]=2)[NH:24][CH:23]=1)[CH3:21].C(=O)([O-])[O-].[K+].[K+]. Product: [Cl:7][C:6]1[N:5]([CH3:8])[N:4]=[C:3]([CH3:9])[C:2]=1[C:28]1[CH:29]=[C:30]2[C:22]([C@@H:20]([C:12]3[C:13]([O:18][CH3:19])=[CH:14][CH:15]=[C:16]([F:17])[C:11]=3[Cl:10])[CH3:21])=[CH:23][NH:24][C:25]2=[N:26][CH:27]=1. The catalyst class is: 203. (2) Reactant: [C:1]1([C:13]([NH:15][CH2:16][C:17]2[CH:26]=[CH:25][C:20]([C:21]([O:23]C)=[O:22])=[CH:19][CH:18]=2)=[O:14])[C:11]2=[C:12]3[C:7](=[CH:8][CH:9]=[CH:10]2)[CH2:6][CH2:5][CH2:4][N:3]3[CH:2]=1.C1COCC1.[OH-].[K+].Cl. Product: [C:1]1([C:13]([NH:15][CH2:16][C:17]2[CH:18]=[CH:19][C:20]([C:21]([OH:23])=[O:22])=[CH:25][CH:26]=2)=[O:14])[C:11]2=[C:12]3[C:7](=[CH:8][CH:9]=[CH:10]2)[CH2:6][CH2:5][CH2:4][N:3]3[CH:2]=1. The catalyst class is: 88. (3) Reactant: [OH:1][CH:2]1[CH:7]([C:8]2[CH:13]=[CH:12][C:11]([O:14][CH2:15][CH2:16][CH2:17][O:18][CH2:19][C:20]3[CH:25]=[CH:24][CH:23]=[CH:22][C:21]=3[O:26][CH3:27])=[CH:10][CH:9]=2)[CH2:6][CH2:5][N:4]([C:28]([O:30][CH2:31][C:32]2[CH:37]=[CH:36][CH:35]=[CH:34][CH:33]=2)=[O:29])[CH2:3]1.[N+:38]([C:41]1[CH:42]=[C:43]([CH:46]=[CH:47][CH:48]=1)[CH2:44]Cl)([O-:40])=[O:39].[H-].[Na+].C(=O)([O-])O.[Na+]. Product: [CH3:27][O:26][C:21]1[CH:22]=[CH:23][CH:24]=[CH:25][C:20]=1[CH2:19][O:18][CH2:17][CH2:16][CH2:15][O:14][C:11]1[CH:12]=[CH:13][C:8]([CH:7]2[CH2:6][CH2:5][N:4]([C:28]([O:30][CH2:31][C:32]3[CH:33]=[CH:34][CH:35]=[CH:36][CH:37]=3)=[O:29])[CH2:3][CH:2]2[O:1][CH2:44][C:43]2[CH:46]=[CH:47][CH:48]=[C:41]([N+:38]([O-:40])=[O:39])[CH:42]=2)=[CH:9][CH:10]=1. The catalyst class is: 9.